The task is: Regression. Given a peptide amino acid sequence and an MHC pseudo amino acid sequence, predict their binding affinity value. This is MHC class I binding data.. This data is from Peptide-MHC class I binding affinity with 185,985 pairs from IEDB/IMGT. (1) The peptide sequence is YCNYTKFWY. The MHC is HLA-A01:01 with pseudo-sequence HLA-A01:01. The binding affinity (normalized) is 0.0916. (2) The peptide sequence is AYDDAEQMY. The MHC is HLA-A30:01 with pseudo-sequence HLA-A30:01. The binding affinity (normalized) is 0.0847.